Dataset: Full USPTO retrosynthesis dataset with 1.9M reactions from patents (1976-2016). Task: Predict the reactants needed to synthesize the given product. (1) Given the product [F:10][C:9]([F:12])([F:11])[C:6]1[CH:7]=[CH:8][C:3]([CH2:2][O:19][N:20]=[C:21]([C:23]2[O:27][C:26]([N:28]([CH2:35][C:36]([O:38][CH2:39][CH3:40])=[O:37])[CH2:29][C:30]([O:32][CH2:33][CH3:34])=[O:31])=[N:25][CH:24]=2)[CH3:22])=[CH:4][CH:5]=1, predict the reactants needed to synthesize it. The reactants are: Br[CH2:2][C:3]1[CH:8]=[CH:7][C:6]([C:9]([F:12])([F:11])[F:10])=[CH:5][CH:4]=1.C(=O)([O-])[O-].[Cs+].[Cs+].[OH:19][N:20]=[C:21]([C:23]1[O:27][C:26]([N:28]([CH2:35][C:36]([O:38][CH2:39][CH3:40])=[O:37])[CH2:29][C:30]([O:32][CH2:33][CH3:34])=[O:31])=[N:25][CH:24]=1)[CH3:22]. (2) Given the product [C:1]([O:5][C@@H:6]([C:12]1[C:44]([CH3:45])=[CH:43][C:15]2[N:16]=[C:17]([C:19]3[CH:24]=[CH:23][N:22]=[C:21]([C:25]4[CH:26]=[C:27]5[C:32](=[CH:33][CH:34]=4)[N:31]=[C:30]([NH:61][C:59]([CH:53]4[CH2:58][CH2:57][CH2:56][CH2:55][CH2:54]4)=[O:60])[CH:29]=[CH:28]5)[CH:20]=3)[S:18][C:14]=2[C:13]=1[C:46]1[CH:51]=[CH:50][C:49]([Cl:52])=[CH:48][CH:47]=1)[C:7]([O:9][CH2:10][CH3:11])=[O:8])([CH3:2])([CH3:3])[CH3:4], predict the reactants needed to synthesize it. The reactants are: [C:1]([O:5][C@@H:6]([C:12]1[C:44]([CH3:45])=[CH:43][C:15]2[N:16]=[C:17]([C:19]3[CH:24]=[CH:23][N:22]=[C:21]([C:25]4[CH:26]=[C:27]5[C:32](=[CH:33][CH:34]=4)[N:31]=[C:30](OS(C(F)(F)F)(=O)=O)[CH:29]=[CH:28]5)[CH:20]=3)[S:18][C:14]=2[C:13]=1[C:46]1[CH:51]=[CH:50][C:49]([Cl:52])=[CH:48][CH:47]=1)[C:7]([O:9][CH2:10][CH3:11])=[O:8])([CH3:4])([CH3:3])[CH3:2].[CH:53]1([C:59]([NH2:61])=[O:60])[CH2:58][CH2:57][CH2:56][CH2:55][CH2:54]1.CC1(C)C2C(=C(P(C3C=CC=CC=3)C3C=CC=CC=3)C=CC=2)OC2C(P(C3C=CC=CC=3)C3C=CC=CC=3)=CC=CC1=2.C([O-])([O-])=O.[Cs+].[Cs+].